Task: Binary Classification. Given a T-cell receptor sequence (or CDR3 region) and an epitope sequence, predict whether binding occurs between them.. Dataset: TCR-epitope binding with 47,182 pairs between 192 epitopes and 23,139 TCRs (1) The epitope is TVYDPLQPELDSFK. The TCR CDR3 sequence is CASANPGGRTGELFF. Result: 0 (the TCR does not bind to the epitope). (2) The epitope is RLRAEAQVK. The TCR CDR3 sequence is CASSSLSGGYTF. Result: 1 (the TCR binds to the epitope).